This data is from Peptide-MHC class II binding affinity with 134,281 pairs from IEDB. The task is: Regression. Given a peptide amino acid sequence and an MHC pseudo amino acid sequence, predict their binding affinity value. This is MHC class II binding data. (1) The peptide sequence is HQSIGSTLYNKIYLYENMNI. The MHC is DRB1_1301 with pseudo-sequence DRB1_1301. The binding affinity (normalized) is 0.851. (2) The peptide sequence is GPTATFEAMYLGTCQ. The MHC is DRB1_1501 with pseudo-sequence DRB1_1501. The binding affinity (normalized) is 0.217. (3) The binding affinity (normalized) is 0.335. The MHC is DRB3_0101 with pseudo-sequence DRB3_0101. The peptide sequence is VIPAGELQVIEKVDA. (4) The peptide sequence is PGQQRSIQDNQVAYL. The MHC is DRB1_0404 with pseudo-sequence DRB1_0404. The binding affinity (normalized) is 0.478. (5) The peptide sequence is RQANFLGKIWPSSKGR. The MHC is DRB4_0101 with pseudo-sequence DRB4_0103. The binding affinity (normalized) is 0.181. (6) The binding affinity (normalized) is 0.971. The MHC is DRB1_0101 with pseudo-sequence DRB1_0101. The peptide sequence is VTEFACVVAEAVVKT.